This data is from Full USPTO retrosynthesis dataset with 1.9M reactions from patents (1976-2016). The task is: Predict the reactants needed to synthesize the given product. (1) Given the product [CH:1]1([C:4]2[CH:38]=[CH:37][CH:36]=[C:35]([F:39])[C:5]=2[CH2:6][N:7]2[C:12]3[N:13]=[C:14]([NH:17][C:18]4[CH:19]=[CH:20][C:21]([N:24]5[CH2:29][CH2:28][N:27]([CH3:30])[CH2:26][CH2:25]5)=[CH:22][CH:23]=4)[N:15]=[CH:16][C:11]=3[CH:10]=[C:9]([C:31]#[CH:32])[C:8]2=[O:34])[CH2:2][CH2:3]1, predict the reactants needed to synthesize it. The reactants are: [CH:1]1([C:4]2[CH:38]=[CH:37][CH:36]=[C:35]([F:39])[C:5]=2[CH2:6][N:7]2[C:12]3[N:13]=[C:14]([NH:17][C:18]4[CH:23]=[CH:22][C:21]([N:24]5[CH2:29][CH2:28][N:27]([CH3:30])[CH2:26][CH2:25]5)=[CH:20][CH:19]=4)[N:15]=[CH:16][C:11]=3[CH:10]=[C:9]([C:31]#[C:32]C)[C:8]2=[O:34])[CH2:3][CH2:2]1.C([Si](C)(C)C)#C.C(=O)([O-])[O-].[K+].[K+]. (2) Given the product [ClH:25].[NH2:8][CH2:9][C:10]([N:12]1[CH2:17][CH2:16][N:15]([C:18](=[O:27])[C:19]2[CH:24]=[C:23]([Cl:25])[CH:22]=[CH:21][C:20]=2[Cl:26])[CH2:14][CH2:13]1)=[O:11], predict the reactants needed to synthesize it. The reactants are: Cl.C(OC(=O)[NH:8][CH2:9][C:10]([N:12]1[CH2:17][CH2:16][N:15]([C:18](=[O:27])[C:19]2[CH:24]=[C:23]([Cl:25])[CH:22]=[CH:21][C:20]=2[Cl:26])[CH2:14][CH2:13]1)=[O:11])(C)(C)C. (3) Given the product [CH2:1]([CH:4]1[CH2:9][CH2:8][CH:7]([N:11]2[CH2:16][CH2:15][NH:14][CH2:13][CH2:12]2)[CH2:6][CH2:5]1)[CH2:2][CH3:3], predict the reactants needed to synthesize it. The reactants are: [CH2:1]([CH:4]1[CH2:9][CH2:8][C:7](=O)[CH2:6][CH2:5]1)[CH2:2][CH3:3].[N:11]1(C(OCC2C=CC=CC=2)=O)[CH2:16][CH2:15][NH:14][CH2:13][CH2:12]1. (4) Given the product [CH3:76][CH:74]([NH:73][C:70]1[N:69]([C:77]2[CH:82]=[CH:81][CH:80]=[CH:79][N:78]=2)[C:68](=[O:83])[C:67]2[C:72](=[C:63]([C:51]3[NH:59][C:58]4[CH2:57][CH2:56][NH:55][C:54](=[O:60])[C:53]=4[CH:52]=3)[CH:64]=[CH:65][CH:66]=2)[N:71]=1)[CH3:75], predict the reactants needed to synthesize it. The reactants are: [O-]P([O-])([O-])=O.[K+].[K+].[K+].CC(C1C=C(C(C)C)C(C2C=CC=CC=2P(C2CCCCC2)C2CCCCC2)=C(C(C)C)C=1)C.CC1(C)C(C)(C)OB([C:51]2[NH:59][C:58]3[CH2:57][CH2:56][NH:55][C:54](=[O:60])[C:53]=3[CH:52]=2)O1.Br[C:63]1[CH:64]=[CH:65][CH:66]=[C:67]2[C:72]=1[N:71]=[C:70]([NH:73][CH:74]([CH3:76])[CH3:75])[N:69]([C:77]1[CH:82]=[CH:81][CH:80]=[CH:79][N:78]=1)[C:68]2=[O:83]. (5) The reactants are: [F:1][C:2]1[CH:3]=[C:4]([C:21]2[CH:22]=[N:23][N:24]3[CH:29]=[CH:28][C:27]([N:30]4[C@@:34]([CH3:41])([C:35]5[CH:40]=[CH:39][CH:38]=[CH:37][CH:36]=5)[CH2:33][O:32][C:31]4=[O:42])=[N:26][C:25]=23)[CH:5]=[CH:6][C:7]=1[C:8]1[N:12]=[CH:11][N:10](COCC[Si](C)(C)C)[N:9]=1.FC1C=C(C2C=NN3C=CC(N4[C@@](C)(C5C=CC=CC=5)COC4=O)=NC=23)C=CC=1C1N(COCC[Si](C)(C)C)N=CN=1. Given the product [F:1][C:2]1[CH:3]=[C:4]([C:21]2[CH:22]=[N:23][N:24]3[CH:29]=[CH:28][C:27]([N:30]4[C@@:34]([CH3:41])([C:35]5[CH:40]=[CH:39][CH:38]=[CH:37][CH:36]=5)[CH2:33][O:32][C:31]4=[O:42])=[N:26][C:25]=23)[CH:5]=[CH:6][C:7]=1[C:8]1[N:12]=[CH:11][NH:10][N:9]=1, predict the reactants needed to synthesize it. (6) Given the product [NH2:23][C:4]1[CH:3]=[C:2]([F:1])[C:7]([CH3:8])=[CH:6][C:5]=1[NH:9][CH:10]1[CH2:11][CH2:12][N:13]([C:16]([O:18][C:19]([CH3:22])([CH3:21])[CH3:20])=[O:17])[CH2:14][CH2:15]1, predict the reactants needed to synthesize it. The reactants are: [F:1][C:2]1[C:7]([CH3:8])=[CH:6][C:5]([NH:9][CH:10]2[CH2:15][CH2:14][N:13]([C:16]([O:18][C:19]([CH3:22])([CH3:21])[CH3:20])=[O:17])[CH2:12][CH2:11]2)=[C:4]([N+:23]([O-])=O)[CH:3]=1.O.NN. (7) The reactants are: [ClH:1].[CH:2](=[C:9]1[C:15]2[CH:16]=[CH:17][CH:18]=[CH:19][C:14]=2[CH2:13][CH2:12][CH:11]([NH:20]C(OC(C)(C)C)=O)[C:10]1=[O:28])[C:3]1[CH:8]=[CH:7][CH:6]=[CH:5][CH:4]=1. Given the product [ClH:1].[NH2:20][CH:11]1[CH2:12][CH2:13][C:14]2[CH:19]=[CH:18][CH:17]=[CH:16][C:15]=2[C:9](=[CH:2][C:3]2[CH:8]=[CH:7][CH:6]=[CH:5][CH:4]=2)[C:10]1=[O:28], predict the reactants needed to synthesize it. (8) Given the product [CH2:1]([NH:5][C:23]([C:21]1[CH:20]=[CH:19][C:10]2[S:11][C:12]3[CH:17]=[C:16]([F:18])[CH:15]=[CH:14][C:13]=3[C:7]([Cl:6])=[N:8][C:9]=2[CH:22]=1)=[O:24])[CH2:2][CH2:3][CH3:4], predict the reactants needed to synthesize it. The reactants are: [CH2:1]([NH2:5])[CH2:2][CH2:3][CH3:4].[Cl:6][C:7]1=[N:8][C:9]2[CH:22]=[C:21]([C:23](Cl)=[O:24])[CH:20]=[CH:19][C:10]=2[S:11][C:12]2[CH:17]=[C:16]([F:18])[CH:15]=[CH:14][C:13]1=2.